From a dataset of Full USPTO retrosynthesis dataset with 1.9M reactions from patents (1976-2016). Predict the reactants needed to synthesize the given product. (1) The reactants are: I[C:2]1[CH:7]=[CH:6][C:5]([CH2:8][CH:9]([NH:11][C:12](=[O:14])[CH3:13])[CH3:10])=[CH:4][CH:3]=1.[CH3:15][O:16][C:17]1[CH:18]=[C:19]([C:25]#[CH:26])[CH:20]=[CH:21][C:22]=1[O:23][CH3:24].C([O-])([O-])=O.[Cs+].[Cs+].C([O-])(O)=O.[Na+]. Given the product [CH3:15][O:16][C:17]1[CH:18]=[C:19]([C:25]#[C:26][C:2]2[CH:7]=[CH:6][C:5]([CH2:8][CH:9]([NH:11][C:12](=[O:14])[CH3:13])[CH3:10])=[CH:4][CH:3]=2)[CH:20]=[CH:21][C:22]=1[O:23][CH3:24], predict the reactants needed to synthesize it. (2) The reactants are: [CH3:1][S:2][C:3]1[CH:4]=[CH:5][C:6]([N+:15]([O-])=O)=[C:7]([CH2:9][C:10](OCC)=[O:11])[CH:8]=1. Given the product [CH3:1][S:2][C:3]1[CH:8]=[C:7]2[C:6](=[CH:5][CH:4]=1)[NH:15][C:10](=[O:11])[CH2:9]2, predict the reactants needed to synthesize it. (3) The reactants are: C1(P(C2C=CC=CC=2)C2C=CC=CC=2)C=CC=CC=1.[F:20][C:21]1[CH:26]=[CH:25][CH:24]=[C:23]([F:27])[C:22]=1B(O)O.C(=O)([O-])[O-].[Na+].[Na+].C(NC(=O)[O-])(C)(C)C.Cl[C:46]1[CH:57]=[CH:56][C:55]2[CH:51]3[CH2:52][NH:53][CH2:54][CH:50]3[CH2:49][C:48]=2[CH:47]=1. Given the product [F:20][C:21]1[CH:26]=[CH:25][CH:24]=[C:23]([F:27])[C:22]=1[C:46]1[CH:57]=[CH:56][C:55]2[CH:51]3[CH2:52][NH:53][CH2:54][CH:50]3[CH2:49][C:48]=2[CH:47]=1, predict the reactants needed to synthesize it. (4) Given the product [F:1][C:2]1[C:7]([S:8]([C:11]([F:14])([F:13])[F:12])(=[O:9])=[O:10])=[CH:6][CH:5]=[CH:4][C:3]=1[CH:15]1[CH2:20][CH2:19][N:18]([CH2:28][CH2:29][CH3:30])[CH2:17][CH2:16]1, predict the reactants needed to synthesize it. The reactants are: [F:1][C:2]1[C:7]([S:8]([C:11]([F:14])([F:13])[F:12])(=[O:10])=[O:9])=[CH:6][CH:5]=[CH:4][C:3]=1[CH:15]1[CH2:20][CH2:19][NH:18][CH2:17][CH2:16]1.C(=O)([O-])[O-].[K+].[K+].I[CH2:28][CH2:29][CH3:30].CS(OC1C=CC=C(C2CCNCC2)C=1F)(=O)=O. (5) Given the product [C:7]1([C:4]2[CH:5]=[CH:6][CH:1]=[CH:2][CH:3]=2)[CH:12]=[CH:11][C:10]([NH:14][C:15]2[N:16]([CH3:21])[N:17]=[CH:18][C:19]=2[Br:20])=[CH:9][CH:8]=1, predict the reactants needed to synthesize it. The reactants are: [CH:1]1[CH:6]=[CH:5][C:4]([C:7]2[CH:12]=[CH:11][C:10](Br)=[CH:9][CH:8]=2)=[CH:3][CH:2]=1.[NH2:14][C:15]1[N:16]([CH3:21])[N:17]=[CH:18][C:19]=1[Br:20].CC(C)([O-])C.[Na+].C1C=CC(P(C2C(C3C(P(C4C=CC=CC=4)C4C=CC=CC=4)=CC=C4C=3C=CC=C4)=C3C(C=CC=C3)=CC=2)C2C=CC=CC=2)=CC=1.